From a dataset of Peptide-MHC class I binding affinity with 185,985 pairs from IEDB/IMGT. Regression. Given a peptide amino acid sequence and an MHC pseudo amino acid sequence, predict their binding affinity value. This is MHC class I binding data. The peptide sequence is WRDDSRGRW. The MHC is HLA-B07:02 with pseudo-sequence HLA-B07:02. The binding affinity (normalized) is 0.0847.